Task: Predict the reaction yield, written as a fraction of the theoretical maximum amount of product (1.0 means a 100% yield; for example, 0.34 means a 34% yield).. Dataset: Reaction yield outcomes from USPTO patents with 853,638 reactions (1) The reactants are [Br:1][C:2]1[CH:7]=[CH:6][C:5]([C:8]([C:10]2[CH:15]=[CH:14][C:13]([OH:16])=[C:12]([F:17])[CH:11]=2)=O)=[CH:4][CH:3]=1.[CH3:18][C:19]1([CH3:28])[CH2:24][C:23](=O)[CH2:22][C:21]([CH3:27])([CH3:26])[O:20]1.C([O-])([O-])=O.[K+].[K+]. The catalyst is C1COCC1.[Zn].Cl[Ti](Cl)(Cl)Cl. The product is [Br:1][C:2]1[CH:7]=[CH:6][C:5]([C:8](=[C:23]2[CH2:22][C:21]([CH3:27])([CH3:26])[O:20][C:19]([CH3:28])([CH3:18])[CH2:24]2)[C:10]2[CH:15]=[CH:14][C:13]([OH:16])=[C:12]([F:17])[CH:11]=2)=[CH:4][CH:3]=1. The yield is 0.940. (2) The product is [OH:3][C:4]1[CH:9]=[CH:8][C:7]([S:10]([N:13]([CH3:14])[CH3:15])(=[O:11])=[O:12])=[CH:6][C:5]=1[C:16]1[CH:25]=[CH:24][C:23]2[C:18](=[CH:19][CH:20]=[C:21]([OH:26])[CH:22]=2)[C:17]=1[C:28](=[O:44])[C:29]1[CH:34]=[CH:33][C:32]([O:35][CH2:36][CH2:37][N:38]2[CH2:43][CH2:42][CH2:41][CH2:40][CH2:39]2)=[CH:31][CH:30]=1. The catalyst is C(Cl)Cl. The reactants are Cl.C[O:3][C:4]1[CH:9]=[CH:8][C:7]([S:10]([N:13]([CH3:15])[CH3:14])(=[O:12])=[O:11])=[CH:6][C:5]=1[C:16]1[CH:25]=[CH:24][C:23]2[C:18](=[CH:19][CH:20]=[C:21]([O:26]C)[CH:22]=2)[C:17]=1[C:28](=[O:44])[C:29]1[CH:34]=[CH:33][C:32]([O:35][CH2:36][CH2:37][N:38]2[CH2:43][CH2:42][CH2:41][CH2:40][CH2:39]2)=[CH:31][CH:30]=1.B(Br)(Br)Br. The yield is 0.570. (3) The reactants are [CH2:1]([C:3]1[CH:60]=[CH:59][C:6]([CH2:7][C:8]2[C:9]([Cl:58])=[C:10]([O:54][CH2:55][CH2:56]Cl)[C:11](Br)=[C:12]([CH:14]3[C@H:19]([O:20]CC4C=CC=CC=4)[C@@H:18]([O:28][CH2:29]C4C=CC=CC=4)[C@H:17]([O:36][CH2:37][C:38]4[CH:43]=[CH:42][CH:41]=[CH:40][CH:39]=4)[C@@H:16]([CH2:44][O:45][CH2:46]C4C=CC=CC=4)[O:15]3)[CH:13]=2)=[CH:5][CH:4]=1)[CH3:2].[CH2:61]([Li])[CH2:62][CH2:63][CH3:64]. The catalyst is C1COCC1. The product is [CH2:61]([O:20][C@@H:19]1[C@@H:18]([O:28][CH2:29][C:8]2[CH:9]=[CH:10][CH:11]=[CH:12][CH:13]=2)[C@H:17]([O:36][CH2:37][C:38]2[CH:43]=[CH:42][CH:41]=[CH:40][CH:39]=2)[C@@H:16]([CH2:44][O:45][CH2:46][C:60]2[CH:3]=[CH:4][CH:5]=[CH:6][CH:59]=2)[O:15][CH:14]1[C:12]1[C:11]2[CH2:56][CH2:55][O:54][C:10]=2[C:9]([Cl:58])=[C:8]([CH2:7][C:6]2[CH:5]=[CH:4][C:3]([CH2:1][CH3:2])=[CH:60][CH:59]=2)[CH:13]=1)[C:62]1[CH:17]=[CH:16][CH:44]=[CH:64][CH:63]=1. The yield is 0.480. (4) The reactants are [CH2:1]([O:15][CH2:16][C@H:17]([O:20][CH2:21][CH2:22][CH2:23][CH2:24][CH2:25][CH2:26][CH2:27][CH2:28][CH2:29][CH2:30][CH2:31][CH2:32][CH2:33][CH3:34])[CH2:18]Br)[CH2:2][CH2:3][CH2:4][CH2:5][CH2:6][CH2:7][CH2:8][CH2:9][CH2:10][CH2:11][CH2:12][CH2:13][CH3:14].[CH3:35][NH:36][CH3:37]. No catalyst specified. The product is [CH2:1]([O:15][CH2:16][C@H:17]([O:20][CH2:21][CH2:22][CH2:23][CH2:24][CH2:25][CH2:26][CH2:27][CH2:28][CH2:29][CH2:30][CH2:31][CH2:32][CH2:33][CH3:34])[CH2:18][N:36]([CH3:37])[CH3:35])[CH2:2][CH2:3][CH2:4][CH2:5][CH2:6][CH2:7][CH2:8][CH2:9][CH2:10][CH2:11][CH2:12][CH2:13][CH3:14]. The yield is 0.880. (5) The reactants are [CH:1]([OH:3])=O.C(OC(=O)C)(=O)C.[Cl:11][C:12]1[CH:13]=[C:14]2[C:19](=[CH:20][CH:21]=1)[N:18]=[C:17]([N:22]1[CH2:27][CH2:26][N:25]([CH3:28])[CH2:24][CH2:23]1)[N:16]=[C:15]2[CH2:29][NH2:30]. The catalyst is ClCCl. The product is [Cl:11][C:12]1[CH:13]=[C:14]2[C:19](=[CH:20][CH:21]=1)[N:18]=[C:17]([N:22]1[CH2:23][CH2:24][N:25]([CH3:28])[CH2:26][CH2:27]1)[N:16]=[C:15]2[CH2:29][NH:30][CH:1]=[O:3]. The yield is 0.420. (6) The reactants are Br[C:2]1[CH:7]=[CH:6][CH:5]=[CH:4][C:3]=1[C:8](=O)[CH3:9].[CH3:11][C:12]1[CH:16]=[C:15]([NH2:17])[N:14]([C:18]2[CH:23]=[CH:22][CH:21]=[CH:20]C=2)[N:13]=1.C(=O)([O-])[O-].[K+].[K+].C(=O)(O)[O-].[Na+].C[N:36](C)C=O. The yield is 0.150. The product is [CH3:11][C:12]1[C:16]2[C:15](=[N:17][C:2]3[C:3]([C:8]=2[CH3:9])=[CH:4][CH:5]=[CH:6][CH:7]=3)[N:14]([C:18]2[CH:23]=[CH:22][CH:21]=[CH:20][N:36]=2)[N:13]=1. The catalyst is C([O-])(=O)C.[Cu+2].C([O-])(=O)C.O. (7) The reactants are [Br:1][C:2]1[CH:3]=[C:4]([CH:8]=[C:9]([N+:11]([O-:13])=[O:12])[CH:10]=1)[C:5]([OH:7])=O.[CH3:14][CH:15]([NH2:17])[CH3:16].CCN(C(C)C)C(C)C.CN(C(ON1N=NC2C=CC=NC1=2)=[N+](C)C)C.F[P-](F)(F)(F)(F)F. The catalyst is C(Cl)Cl. The product is [Br:1][C:2]1[CH:3]=[C:4]([CH:8]=[C:9]([N+:11]([O-:13])=[O:12])[CH:10]=1)[C:5]([NH:17][CH:15]([CH3:16])[CH3:14])=[O:7]. The yield is 0.860. (8) The reactants are [Cl:1][C:2]1[CH:3]=[C:4]([C:10]2([C:27]([F:30])([F:29])[F:28])[CH2:14][CH2:13][N:12]([C:15]3[N:20]=[C:19]([C:21]([F:24])([F:23])[F:22])[C:18]([CH2:25][NH2:26])=[CH:17][N:16]=3)[CH2:11]2)[CH:5]=[C:6]([Cl:9])[C:7]=1[Cl:8].C(N(CC)CC)C.[C:38](O)(=[O:41])[CH2:39][CH3:40]. The catalyst is ClCCl. The product is [Cl:1][C:2]1[CH:3]=[C:4]([C:10]2([C:27]([F:28])([F:29])[F:30])[CH2:14][CH2:13][N:12]([C:15]3[N:20]=[C:19]([C:21]([F:23])([F:24])[F:22])[C:18]([CH2:25][NH:26][C:38](=[O:41])[CH2:39][CH3:40])=[CH:17][N:16]=3)[CH2:11]2)[CH:5]=[C:6]([Cl:9])[C:7]=1[Cl:8]. The yield is 0.900.